From a dataset of Catalyst prediction with 721,799 reactions and 888 catalyst types from USPTO. Predict which catalyst facilitates the given reaction. (1) Reactant: C(OC(=O)[NH:5][C:6]1[CH:15]=[CH:14][C:13]2[C:8](=[CH:9][CH:10]=[C:11]([F:16])[CH:12]=2)[C:7]=1[Cl:17])C.[OH-].[K+]. Product: [Cl:17][C:7]1[C:8]2[C:13](=[CH:12][C:11]([F:16])=[CH:10][CH:9]=2)[CH:14]=[CH:15][C:6]=1[NH2:5]. The catalyst class is: 8. (2) Reactant: C([O:8][C:9]1[CH:14]=[CH:13][C:12]([C@@H:15]([OH:35])[CH2:16][NH:17][C@H:18]([CH2:33][OH:34])[CH2:19][C:20]2[CH:25]=[CH:24][C:23]([S:26][C:27]3[CH:32]=[CH:31][CH:30]=[CH:29][CH:28]=3)=[CH:22][CH:21]=2)=[CH:11][C:10]=1[NH:36][S:37]([CH3:40])(=[O:39])=[O:38])C1C=CC=CC=1.B(Br)(Br)Br. Product: [OH:8][C:9]1[CH:14]=[CH:13][C:12]([C@@H:15]([OH:35])[CH2:16][NH:17][C@H:18]([CH2:33][OH:34])[CH2:19][C:20]2[CH:21]=[CH:22][C:23]([S:26][C:27]3[CH:32]=[CH:31][CH:30]=[CH:29][CH:28]=3)=[CH:24][CH:25]=2)=[CH:11][C:10]=1[NH:36][S:37]([CH3:40])(=[O:39])=[O:38]. The catalyst class is: 4. (3) Product: [N:37]1[CH:36]=[CH:35][C:34]([C:11]2[C:12]([C:14]3[CH:19]=[CH:18][CH:17]=[C:16]([NH:20][C:21]([NH:23][C:24]4[CH:29]=[CH:28][C:27]([C:30]([F:31])([F:33])[F:32])=[CH:26][CH:25]=4)=[O:22])[CH:15]=3)=[N:13][N:7]3[C:6]([C:4]([NH2:40])=[O:3])=[CH:10][S:9][C:8]=23)=[CH:39][CH:38]=1. The catalyst class is: 5. Reactant: C([O:3][C:4]([C:6]1[N:7]2[N:13]=[C:12]([C:14]3[CH:19]=[CH:18][CH:17]=[C:16]([NH:20][C:21]([NH:23][C:24]4[CH:29]=[CH:28][C:27]([C:30]([F:33])([F:32])[F:31])=[CH:26][CH:25]=4)=[O:22])[CH:15]=3)[C:11]([C:34]3[CH:39]=[CH:38][N:37]=[CH:36][CH:35]=3)=[C:8]2[S:9][CH:10]=1)=O)C.[NH3:40]. (4) Reactant: Br[C:2]1[CH:3]=[C:4]([O:13][CH2:14][C:15]2[CH:20]=[CH:19][C:18]([O:21][CH3:22])=[CH:17][CH:16]=2)[C:5]2[N:6]([C:8]([CH3:12])=[C:9]([CH3:11])[N:10]=2)[CH:7]=1.[OH:23][CH:24]1[CH2:28][NH:27][C:26](=[O:29])[CH2:25]1.C(=O)([O-])[O-].[K+].[K+].CN[C@@H]1CCCC[C@H]1NC. Product: [CH3:11][C:9]1[N:10]=[C:5]2[C:4]([O:13][CH2:14][C:15]3[CH:20]=[CH:19][C:18]([O:21][CH3:22])=[CH:17][CH:16]=3)=[CH:3][C:2]([N:27]3[CH2:28][C@@H:24]([OH:23])[CH2:25][C:26]3=[O:29])=[CH:7][N:6]2[C:8]=1[CH3:12]. The catalyst class is: 590. (5) Reactant: CC([NH:9][S:10](/[CH:13]=[CH:14]/[C:15]1[S:16][CH:17]=[CH:18][CH:19]=1)(=[O:12])=[O:11])(C)CC(C)(C)C.FC(F)(F)C(O)=O. Product: [S:16]1[CH:17]=[CH:18][CH:19]=[C:15]1/[CH:14]=[CH:13]/[S:10]([NH2:9])(=[O:11])=[O:12]. The catalyst class is: 4. (6) Reactant: [CH:1]1([N:4]([CH2:18][CH2:19][O:20][CH2:21][C:22](O)=[O:23])[S:5]([C:8]2[C:13]([CH3:14])=[CH:12][C:11]([O:15][CH3:16])=[CH:10][C:9]=2[CH3:17])(=[O:7])=[O:6])[CH2:3][CH2:2]1.C(N(C(C)C)CC)(C)C.C1C=CC2N(O)N=NC=2C=1.CCN=C=NCCCN(C)C.[CH:55]1([N:58]2[CH2:63][CH2:62][N:61]([C:64]3([CH2:70][N:71]4[CH2:79][C:78]5[C:73](=[CH:74][CH:75]=[CH:76][CH:77]=5)[C:72]4=[O:80])[CH2:69][CH2:68][NH:67][CH2:66][CH2:65]3)[CH2:60][CH2:59]2)[CH2:57][CH2:56]1. Product: [CH:1]1([N:4]([CH2:18][CH2:19][O:20][CH2:21][C:22]([N:67]2[CH2:66][CH2:65][C:64]([N:61]3[CH2:62][CH2:63][N:58]([CH:55]4[CH2:56][CH2:57]4)[CH2:59][CH2:60]3)([CH2:70][N:71]3[CH2:79][C:78]4[C:73](=[CH:74][CH:75]=[CH:76][CH:77]=4)[C:72]3=[O:80])[CH2:69][CH2:68]2)=[O:23])[S:5]([C:8]2[C:9]([CH3:17])=[CH:10][C:11]([O:15][CH3:16])=[CH:12][C:13]=2[CH3:14])(=[O:7])=[O:6])[CH2:2][CH2:3]1. The catalyst class is: 4.